Dataset: Peptide-MHC class I binding affinity with 185,985 pairs from IEDB/IMGT. Task: Regression. Given a peptide amino acid sequence and an MHC pseudo amino acid sequence, predict their binding affinity value. This is MHC class I binding data. The peptide sequence is ASATKEFSL. The MHC is Mamu-A01 with pseudo-sequence Mamu-A01. The binding affinity (normalized) is 0.166.